From a dataset of Peptide-MHC class I binding affinity with 185,985 pairs from IEDB/IMGT. Regression. Given a peptide amino acid sequence and an MHC pseudo amino acid sequence, predict their binding affinity value. This is MHC class I binding data. The binding affinity (normalized) is 0.534. The MHC is HLA-A02:06 with pseudo-sequence HLA-A02:06. The peptide sequence is VLYGPDTPV.